Dataset: NCI-60 drug combinations with 297,098 pairs across 59 cell lines. Task: Regression. Given two drug SMILES strings and cell line genomic features, predict the synergy score measuring deviation from expected non-interaction effect. (1) Drug 1: CN(C)C1=NC(=NC(=N1)N(C)C)N(C)C. Drug 2: CC1=C(C(=O)C2=C(C1=O)N3CC4C(C3(C2COC(=O)N)OC)N4)N. Cell line: SK-MEL-28. Synergy scores: CSS=17.2, Synergy_ZIP=-4.01, Synergy_Bliss=0.467, Synergy_Loewe=-44.6, Synergy_HSA=-3.59. (2) Drug 1: CC(C)(C#N)C1=CC(=CC(=C1)CN2C=NC=N2)C(C)(C)C#N. Drug 2: CN(CCCl)CCCl.Cl. Cell line: UACC62. Synergy scores: CSS=20.7, Synergy_ZIP=-5.57, Synergy_Bliss=-1.15, Synergy_Loewe=-1.95, Synergy_HSA=-1.93. (3) Drug 1: C1=NC2=C(N=C(N=C2N1C3C(C(C(O3)CO)O)F)Cl)N. Drug 2: CCC1=C2CN3C(=CC4=C(C3=O)COC(=O)C4(CC)O)C2=NC5=C1C=C(C=C5)O. Cell line: SNB-19. Synergy scores: CSS=28.4, Synergy_ZIP=-9.03, Synergy_Bliss=-1.15, Synergy_Loewe=-7.97, Synergy_HSA=-1.05. (4) Drug 1: CCC1=CC2CC(C3=C(CN(C2)C1)C4=CC=CC=C4N3)(C5=C(C=C6C(=C5)C78CCN9C7C(C=CC9)(C(C(C8N6C)(C(=O)OC)O)OC(=O)C)CC)OC)C(=O)OC.C(C(C(=O)O)O)(C(=O)O)O. Drug 2: CC1C(C(CC(O1)OC2CC(CC3=C2C(=C4C(=C3O)C(=O)C5=CC=CC=C5C4=O)O)(C(=O)C)O)N)O. Cell line: KM12. Synergy scores: CSS=35.0, Synergy_ZIP=1.13, Synergy_Bliss=2.38, Synergy_Loewe=1.09, Synergy_HSA=5.17. (5) Drug 1: C1CCC(C1)C(CC#N)N2C=C(C=N2)C3=C4C=CNC4=NC=N3. Drug 2: CC(C)NC(=O)C1=CC=C(C=C1)CNNC.Cl. Cell line: SN12C. Synergy scores: CSS=15.3, Synergy_ZIP=10.8, Synergy_Bliss=10.5, Synergy_Loewe=11.6, Synergy_HSA=11.7. (6) Synergy scores: CSS=22.8, Synergy_ZIP=0.0566, Synergy_Bliss=-1.17, Synergy_Loewe=-19.9, Synergy_HSA=-0.671. Drug 1: CC1C(C(CC(O1)OC2CC(CC3=C2C(=C4C(=C3O)C(=O)C5=C(C4=O)C(=CC=C5)OC)O)(C(=O)CO)O)N)O.Cl. Cell line: SN12C. Drug 2: B(C(CC(C)C)NC(=O)C(CC1=CC=CC=C1)NC(=O)C2=NC=CN=C2)(O)O. (7) Drug 1: N.N.Cl[Pt+2]Cl. Drug 2: CC1C(C(CC(O1)OC2CC(CC3=C2C(=C4C(=C3O)C(=O)C5=C(C4=O)C(=CC=C5)OC)O)(C(=O)CO)O)N)O.Cl. Cell line: TK-10. Synergy scores: CSS=39.4, Synergy_ZIP=7.62, Synergy_Bliss=7.62, Synergy_Loewe=-27.7, Synergy_HSA=1.29. (8) Drug 1: CC1=C(C(CCC1)(C)C)C=CC(=CC=CC(=CC(=O)O)C)C. Drug 2: CS(=O)(=O)CCNCC1=CC=C(O1)C2=CC3=C(C=C2)N=CN=C3NC4=CC(=C(C=C4)OCC5=CC(=CC=C5)F)Cl. Cell line: A498. Synergy scores: CSS=16.2, Synergy_ZIP=-3.85, Synergy_Bliss=0.451, Synergy_Loewe=-2.48, Synergy_HSA=0.889. (9) Drug 1: CCCS(=O)(=O)NC1=C(C(=C(C=C1)F)C(=O)C2=CNC3=C2C=C(C=N3)C4=CC=C(C=C4)Cl)F. Drug 2: C1=CC(=CC=C1CCC2=CNC3=C2C(=O)NC(=N3)N)C(=O)NC(CCC(=O)O)C(=O)O. Cell line: IGROV1. Synergy scores: CSS=15.2, Synergy_ZIP=-6.96, Synergy_Bliss=-7.63, Synergy_Loewe=-32.6, Synergy_HSA=-7.39.